Dataset: Aqueous solubility values for 9,982 compounds from the AqSolDB database. Task: Regression/Classification. Given a drug SMILES string, predict its absorption, distribution, metabolism, or excretion properties. Task type varies by dataset: regression for continuous measurements (e.g., permeability, clearance, half-life) or binary classification for categorical outcomes (e.g., BBB penetration, CYP inhibition). For this dataset (solubility_aqsoldb), we predict Y. (1) The compound is CCCCCCOC(N)=O. The Y is -1.92 log mol/L. (2) The compound is CC(=O)O. The Y is 1.00 log mol/L. (3) The compound is COc1ccc(C(=O)O)cc1C(=O)O. The Y is -3.12 log mol/L. (4) The molecule is CC(O)C(C)Cl. The Y is -0.212 log mol/L. (5) The Y is -3.74 log mol/L. The compound is COC(=O)c1ccc(C(C)(C)C)cc1. (6) The molecule is O=Nc1ccc2ccccc2c1O. The Y is -2.54 log mol/L.